From a dataset of Peptide-MHC class I binding affinity with 185,985 pairs from IEDB/IMGT. Regression. Given a peptide amino acid sequence and an MHC pseudo amino acid sequence, predict their binding affinity value. This is MHC class I binding data. The peptide sequence is NQESNKYRI. The MHC is HLA-A24:02 with pseudo-sequence HLA-A24:02. The binding affinity (normalized) is 0.